From a dataset of NCI-60 drug combinations with 297,098 pairs across 59 cell lines. Regression. Given two drug SMILES strings and cell line genomic features, predict the synergy score measuring deviation from expected non-interaction effect. (1) Drug 1: CCCCC(=O)OCC(=O)C1(CC(C2=C(C1)C(=C3C(=C2O)C(=O)C4=C(C3=O)C=CC=C4OC)O)OC5CC(C(C(O5)C)O)NC(=O)C(F)(F)F)O. Drug 2: C1=NNC2=C1C(=O)NC=N2. Cell line: SK-OV-3. Synergy scores: CSS=13.4, Synergy_ZIP=0.309, Synergy_Bliss=1.45, Synergy_Loewe=-17.6, Synergy_HSA=1.51. (2) Drug 1: C1CN(P(=O)(OC1)NCCCl)CCCl. Drug 2: COCCOC1=C(C=C2C(=C1)C(=NC=N2)NC3=CC=CC(=C3)C#C)OCCOC.Cl. Cell line: T-47D. Synergy scores: CSS=1.06, Synergy_ZIP=3.57, Synergy_Bliss=5.50, Synergy_Loewe=-0.856, Synergy_HSA=0.679. (3) Drug 1: C1CC(=O)NC(=O)C1N2CC3=C(C2=O)C=CC=C3N. Drug 2: C1CC(C1)(C(=O)O)C(=O)O.[NH2-].[NH2-].[Pt+2]. Cell line: K-562. Synergy scores: CSS=19.1, Synergy_ZIP=-1.79, Synergy_Bliss=-1.93, Synergy_Loewe=-8.79, Synergy_HSA=-0.301. (4) Drug 1: C1=CC(=CC=C1CCC2=CNC3=C2C(=O)NC(=N3)N)C(=O)NC(CCC(=O)O)C(=O)O. Drug 2: C1CCC(C(C1)N)N.C(=O)(C(=O)[O-])[O-].[Pt+4]. Cell line: ACHN. Synergy scores: CSS=29.0, Synergy_ZIP=-5.92, Synergy_Bliss=-5.93, Synergy_Loewe=-0.551, Synergy_HSA=0.583. (5) Drug 1: C1=CC=C(C(=C1)C(C2=CC=C(C=C2)Cl)C(Cl)Cl)Cl. Drug 2: C1CN(CCN1C(=O)CCBr)C(=O)CCBr. Cell line: MDA-MB-231. Synergy scores: CSS=17.3, Synergy_ZIP=-3.06, Synergy_Bliss=3.10, Synergy_Loewe=3.32, Synergy_HSA=6.15. (6) Drug 1: C1C(C(OC1N2C=NC3=C(N=C(N=C32)Cl)N)CO)O. Drug 2: C(=O)(N)NO. Cell line: CAKI-1. Synergy scores: CSS=33.3, Synergy_ZIP=2.67, Synergy_Bliss=4.93, Synergy_Loewe=-31.8, Synergy_HSA=2.32. (7) Drug 1: CCN(CC)CCNC(=O)C1=C(NC(=C1C)C=C2C3=C(C=CC(=C3)F)NC2=O)C. Drug 2: C(CN)CNCCSP(=O)(O)O. Cell line: HCT116. Synergy scores: CSS=4.37, Synergy_ZIP=-2.22, Synergy_Bliss=-3.88, Synergy_Loewe=0.0537, Synergy_HSA=-6.03.